This data is from Peptide-MHC class II binding affinity with 134,281 pairs from IEDB. The task is: Regression. Given a peptide amino acid sequence and an MHC pseudo amino acid sequence, predict their binding affinity value. This is MHC class II binding data. The peptide sequence is SQDLELSWNLLGLQAY. The MHC is HLA-DQA10101-DQB10501 with pseudo-sequence HLA-DQA10101-DQB10501. The binding affinity (normalized) is 0.692.